Dataset: Peptide-MHC class II binding affinity with 134,281 pairs from IEDB. Task: Regression. Given a peptide amino acid sequence and an MHC pseudo amino acid sequence, predict their binding affinity value. This is MHC class II binding data. (1) The peptide sequence is MSFVTTQPEALAAAA. The MHC is HLA-DQA10301-DQB10302 with pseudo-sequence HLA-DQA10301-DQB10302. The binding affinity (normalized) is 0.230. (2) The peptide sequence is PQLPQFLQPQ. The MHC is HLA-DQA10301-DQB10302 with pseudo-sequence HLA-DQA10301-DQB10302. The binding affinity (normalized) is 0.0279.